This data is from Forward reaction prediction with 1.9M reactions from USPTO patents (1976-2016). The task is: Predict the product of the given reaction. (1) Given the reactants [CH3:1][O:2][C:3](=[O:13])[C:4]#[C:5][C:6]1[CH:11]=[CH:10][C:9]([F:12])=[CH:8][CH:7]=1.[C:14]([O:18][C:19]([N:21]1[C:30]2[C:25](=[CH:26][CH:27]=[C:28]([CH2:31][CH2:32][O:33][C:34]3[CH:35]=[C:36]4[C:40](=[CH:41][CH:42]=3)[NH:39][CH:38]=[CH:37]4)[N:29]=2)[CH2:24][CH2:23][CH2:22]1)=[O:20])([CH3:17])([CH3:16])[CH3:15], predict the reaction product. The product is: [C:14]([O:18][C:19]([N:21]1[C:30]2[C:25](=[CH:26][CH:27]=[C:28]([CH2:31][CH2:32][O:33][C:34]3[CH:35]=[C:36]4[C:40](=[CH:41][CH:42]=3)[N:39]([C:5]([C:6]3[CH:11]=[CH:10][C:9]([F:12])=[CH:8][CH:7]=3)=[CH:4][C:3]([O:2][CH3:1])=[O:13])[CH:38]=[CH:37]4)[N:29]=2)[CH2:24][CH2:23][CH2:22]1)=[O:20])([CH3:17])([CH3:15])[CH3:16]. (2) The product is: [Cl:1][C:2]1[CH:11]=[C:10]2[C:5]([CH2:6][CH2:7][CH2:8][C:9]2=[O:12])=[C:4]([OH:13])[C:3]=1[F:15]. Given the reactants [Cl:1][C:2]1[CH:11]=[C:10]2[C:5]([CH2:6][CH2:7][CH2:8][C:9]2=[O:12])=[C:4]([O:13]C)[C:3]=1[F:15].[Cl-].[Al+3].[Cl-].[Cl-], predict the reaction product. (3) Given the reactants FC(F)(F)C(O)=O.[O:8]1[CH:12]=[CH:11][CH:10]=[C:9]1[C:13]1[CH:25]=[CH:24][C:16]([C:17]([O:19]C(C)(C)C)=[O:18])=[C:15]([NH:26][C:27](=[O:41])[C:28]2[CH:33]=[C:32]([N:34]3[CH2:39][CH2:38][O:37][CH2:36][CH2:35]3)[CH:31]=[CH:30][C:29]=2[OH:40])[CH:14]=1, predict the reaction product. The product is: [O:8]1[CH:12]=[CH:11][CH:10]=[C:9]1[C:13]1[CH:25]=[CH:24][C:16]([C:17]([OH:19])=[O:18])=[C:15]([NH:26][C:27](=[O:41])[C:28]2[CH:33]=[C:32]([N:34]3[CH2:39][CH2:38][O:37][CH2:36][CH2:35]3)[CH:31]=[CH:30][C:29]=2[OH:40])[CH:14]=1. (4) The product is: [CH2:7]([C:6]1[CH:5]=[CH:4][S:3][C:2]=1[CH:17]=[O:18])[CH3:8]. Given the reactants Br[C:2]1[S:3][CH:4]=[CH:5][C:6]=1[CH2:7][CH3:8].C([Li])CCC.CN([CH:17]=[O:18])C.Cl, predict the reaction product. (5) Given the reactants ClC1C=CC(OC)=NC=1.[Br:10][C:11]1[CH:12]=[C:13]([OH:36])[CH:14]=[CH:15][C:16]=1[N:17]1[C@@H:21]([CH2:22][O:23][Si:24]([C:27]([CH3:30])([CH3:29])[CH3:28])([CH3:26])[CH3:25])[C@H:20]([CH3:31])[C:19]([C:32]([F:35])([F:34])[F:33])=[N:18]1.[Cl:37][C:38]1[C:39]([N:46]2[CH2:51][CH2:50][C@H:49](O)[C@H:48]([CH3:53])[CH2:47]2)=[CH:40][C:41]([O:44][CH3:45])=[N:42][CH:43]=1.C1(P(C2C=CC=CC=2)C2C=CC=CC=2)C=CC=CC=1.CC(OC(/N=N/C(OC(C)(C)C)=O)=O)(C)C, predict the reaction product. The product is: [Br:10][C:11]1[CH:12]=[C:13]([CH:14]=[CH:15][C:16]=1[N:17]1[C@@H:21]([CH2:22][O:23][Si:24]([C:27]([CH3:30])([CH3:29])[CH3:28])([CH3:26])[CH3:25])[C@H:20]([CH3:31])[C:19]([C:32]([F:33])([F:34])[F:35])=[N:18]1)[O:36][C@@H:49]1[CH2:50][CH2:51][N:46]([C:39]2[C:38]([Cl:37])=[CH:43][N:42]=[C:41]([O:44][CH3:45])[CH:40]=2)[CH2:47][C@H:48]1[CH3:53]. (6) Given the reactants [C:1]([NH:4][C:5]1[S:6][C:7]([C:11]2[S:15][C:14]([S:16](Cl)(=[O:18])=[O:17])=[CH:13][CH:12]=2)=[C:8]([CH3:10])[N:9]=1)(=[O:3])[CH3:2].[CH3:20][N:21]([CH3:26])[CH2:22][CH2:23][CH2:24][NH2:25].CCN(C(C)C)C(C)C.O, predict the reaction product. The product is: [CH3:20][N:21]([CH3:26])[CH2:22][CH2:23][CH2:24][NH:25][S:16]([C:14]1[S:15][C:11]([C:7]2[S:6][C:5]([NH:4][C:1](=[O:3])[CH3:2])=[N:9][C:8]=2[CH3:10])=[CH:12][CH:13]=1)(=[O:18])=[O:17].